Predict the reaction yield, written as a fraction of the theoretical maximum amount of product (1.0 means a 100% yield; for example, 0.34 means a 34% yield). From a dataset of Reaction yield outcomes from USPTO patents with 853,638 reactions. (1) The reactants are CN(C(ON1N=NC2C=CC=NC1=2)=[N+](C)C)C.F[P-](F)(F)(F)(F)F.Cl.[F:26][C:27]1[CH:28]=[C:29]([NH:38][C:39]([C@H:41]2[C:50]3[C:45](=[CH:46][C:47]([CH2:51][O:52][CH3:53])=[CH:48][CH:49]=3)[CH2:44][CH2:43][NH:42]2)=[O:40])[CH:30]=[C:31]2[C:35]=1[C:34]([CH3:37])([CH3:36])[CH2:33][CH2:32]2.[C:54]([O:58][C:59](=[O:68])[CH2:60][C@H:61]1[CH2:64][C@H:63]([C:65](O)=[O:66])[CH2:62]1)([CH3:57])([CH3:56])[CH3:55].CCN(C(C)C)C(C)C. The catalyst is CN(C=O)C.O. The product is [F:26][C:27]1[CH:28]=[C:29]([NH:38][C:39]([C@H:41]2[C:50]3[C:45](=[CH:46][C:47]([CH2:51][O:52][CH3:53])=[CH:48][CH:49]=3)[CH2:44][CH2:43][N:42]2[C:65]([C@H:63]2[CH2:62][C@H:61]([CH2:60][C:59]([O:58][C:54]([CH3:57])([CH3:56])[CH3:55])=[O:68])[CH2:64]2)=[O:66])=[O:40])[CH:30]=[C:31]2[C:35]=1[C:34]([CH3:37])([CH3:36])[CH2:33][CH2:32]2. The yield is 1.07. (2) The reactants are Br[C:2]1[N:3]=[C:4]2[N:11]([CH2:12][CH2:13][CH:14]3[CH2:19][CH2:18][O:17][CH2:16][CH2:15]3)[CH2:10][C:9](=[O:20])[NH:8][C:5]2=[N:6][CH:7]=1.CC1(C)C(C)(C)OB([C:29]2[CH:34]=[CH:33][C:32]([C:35]([OH:38])([CH3:37])[CH3:36])=[CH:31][CH:30]=2)O1.C(=O)([O-])[O-].[Na+].[Na+]. The catalyst is CN(C)C=O.O.C1C=CC(P(C2C=CC=CC=2)[C-]2C=CC=C2)=CC=1.C1C=CC(P(C2C=CC=CC=2)[C-]2C=CC=C2)=CC=1.Cl[Pd]Cl.[Fe+2]. The product is [OH:38][C:35]([C:32]1[CH:33]=[CH:34][C:29]([C:2]2[N:3]=[C:4]3[N:11]([CH2:12][CH2:13][CH:14]4[CH2:19][CH2:18][O:17][CH2:16][CH2:15]4)[CH2:10][C:9](=[O:20])[NH:8][C:5]3=[N:6][CH:7]=2)=[CH:30][CH:31]=1)([CH3:37])[CH3:36]. The yield is 0.250. (3) The reactants are [CH:1]([O:4][CH2:5][CH2:6][NH2:7])([CH3:3])[CH3:2].[Br:8][C:9]1[CH:10]=[C:11]([CH:27]=[CH:28][CH:29]=1)[CH2:12][C:13]1[C:14]([CH3:26])=[N:15][C:16]2[N:17]([N:20]=[CH:21][C:22]=2[C:23](O)=[O:24])[C:18]=1[CH3:19]. No catalyst specified. The yield is 0.470. The product is [Br:8][C:9]1[CH:10]=[C:11]([CH:27]=[CH:28][CH:29]=1)[CH2:12][C:13]1[C:14]([CH3:26])=[N:15][C:16]2[N:17]([N:20]=[CH:21][C:22]=2[C:23]([NH:7][CH2:6][CH2:5][O:4][CH:1]([CH3:3])[CH3:2])=[O:24])[C:18]=1[CH3:19]. (4) The reactants are [NH2:1][C:2]1[C:7]([CH:8]=O)=[CH:6][CH:5]=[CH:4][N:3]=1.[CH3:10][C:11]([CH3:13])=O. The catalyst is C(O)C. The product is [CH3:13][C:11]1[CH:10]=[CH:8][C:7]2[C:2](=[N:3][CH:4]=[CH:5][CH:6]=2)[N:1]=1. The yield is 0.690. (5) The reactants are [CH:1]([C:4]1[C:8]([CH2:9][CH2:10][CH2:11][OH:12])=[CH:7][N:6]([C:13]2[CH:18]=[CH:17][C:16]([C:19]([F:22])([F:21])[F:20])=[CH:15][N:14]=2)[N:5]=1)([CH3:3])[CH3:2].O[C:24]1[CH:25]=[C:26]([CH:36]=[CH:37][C:38]=1[O:39][CH3:40])[O:27][C:28]([CH3:35])([CH3:34])[C:29]([O:31]CC)=[O:30].C(P(CCCC)CCCC)CCC.N(C(N1CCCCC1)=O)=NC(N1CCCCC1)=O. The catalyst is O1CCCC1. The product is [CH:1]([C:4]1[C:8]([CH2:9][CH2:10][CH2:11][O:12][C:24]2[CH:25]=[C:26]([CH:36]=[CH:37][C:38]=2[O:39][CH3:40])[O:27][C:28]([CH3:35])([CH3:34])[C:29]([OH:31])=[O:30])=[CH:7][N:6]([C:13]2[CH:18]=[CH:17][C:16]([C:19]([F:21])([F:20])[F:22])=[CH:15][N:14]=2)[N:5]=1)([CH3:3])[CH3:2]. The yield is 0.730. (6) The reactants are [Br:1][C:2]1[CH:7]=[CH:6][C:5](/[CH:8]=[C:9](/[N+:11]([O-:13])=[O:12])\[CH3:10])=[C:4]([Cl:14])[CH:3]=1.[BH4-].[Na+].C(OCC)(=O)C. The catalyst is CO. The product is [Br:1][C:2]1[CH:7]=[CH:6][C:5]([CH2:8][CH:9]([N+:11]([O-:13])=[O:12])[CH3:10])=[C:4]([Cl:14])[CH:3]=1. The yield is 0.890.